Dataset: Forward reaction prediction with 1.9M reactions from USPTO patents (1976-2016). Task: Predict the product of the given reaction. Given the reactants [C:1]([C:3]1[CH:4]=[C:5]([C:13]2[O:17][N:16]=[C:15]([C:18]3[CH:26]=[C:25]4[C:21]([C:22]([CH2:27][CH2:28][C:29]([O:31]CC)=[O:30])=[CH:23][NH:24]4)=[CH:20][C:19]=3[F:34])[N:14]=2)[CH:6]=[CH:7][C:8]=1[O:9][CH:10]([CH3:12])[CH3:11])#[N:2].[OH-].[Na+].Cl, predict the reaction product. The product is: [C:1]([C:3]1[CH:4]=[C:5]([C:13]2[O:17][N:16]=[C:15]([C:18]3[CH:26]=[C:25]4[C:21]([C:22]([CH2:27][CH2:28][C:29]([OH:31])=[O:30])=[CH:23][NH:24]4)=[CH:20][C:19]=3[F:34])[N:14]=2)[CH:6]=[CH:7][C:8]=1[O:9][CH:10]([CH3:12])[CH3:11])#[N:2].